Dataset: Reaction yield outcomes from USPTO patents with 853,638 reactions. Task: Predict the reaction yield, written as a fraction of the theoretical maximum amount of product (1.0 means a 100% yield; for example, 0.34 means a 34% yield). The reactants are [C:1]12([C:11]3[CH:21]=[CH:20][C:14]([O:15][CH2:16][C:17](O)=[O:18])=[C:13]([CH3:22])[CH:12]=3)[CH2:10][CH:5]3[CH2:6][CH:7]([CH2:9][CH:3]([CH2:4]3)[CH2:2]1)[CH2:8]2.[CH3:23][N:24]1[CH2:29][CH2:28][NH:27][CH2:26][CH2:25]1. No catalyst specified. The product is [C:1]12([C:11]3[CH:21]=[CH:20][C:14]([O:15][CH2:16][C:17]([N:27]4[CH2:28][CH2:29][N:24]([CH3:23])[CH2:25][CH2:26]4)=[O:18])=[C:13]([CH3:22])[CH:12]=3)[CH2:8][CH:7]3[CH2:6][CH:5]([CH2:4][CH:3]([CH2:9]3)[CH2:2]1)[CH2:10]2. The yield is 0.905.